Dataset: Forward reaction prediction with 1.9M reactions from USPTO patents (1976-2016). Task: Predict the product of the given reaction. (1) The product is: [CH2:30]([OH:35])[CH2:29][CH2:28][CH2:27][CH2:26][CH2:25][CH:24]([OH:31])[CH2:23][CH2:22][CH2:21][C:20]#[CH:19]. Given the reactants [N+](CCCC)(CCCC)(CCCC)CCCC.[F-].[CH:19]#[C:20][CH2:21][CH2:22][CH2:23][CH:24]([OH:31])[CH2:25][CH2:26][CH2:27][CH2:28][CH2:29][CH3:30].C1C[O:35]CC1, predict the reaction product. (2) The product is: [C:1]([C:5]1[N:6]([CH2:31][C:32](=[O:35])[C:33]([OH:38])=[O:34])[C:7]2[C:12]([CH:13]=1)=[CH:11][C:10]([NH:14][C:15]([C:17]1([C:20]3[CH:30]=[CH:29][C:23]4[O:24][C:25]([F:28])([F:27])[O:26][C:22]=4[CH:21]=3)[CH2:18][CH2:19]1)=[O:16])=[CH:9][CH:8]=2)([CH3:4])([CH3:2])[CH3:3]. Given the reactants [C:1]([C:5]1[N:6]([CH2:31][CH:32]([OH:35])[CH2:33][OH:34])[C:7]2[C:12]([CH:13]=1)=[CH:11][C:10]([NH:14][C:15]([C:17]1([C:20]3[CH:30]=[CH:29][C:23]4[O:24][C:25]([F:28])([F:27])[O:26][C:22]=4[CH:21]=3)[CH2:19][CH2:18]1)=[O:16])=[CH:9][CH:8]=2)([CH3:4])([CH3:3])[CH3:2].CC(OI1(OC(C)=O)(OC(C)=O)OC(=O)C2C=CC=CC1=2)=[O:38], predict the reaction product. (3) Given the reactants [Br:1][C:2]1[CH:21]=[CH:20][C:5]2[CH2:6][CH2:7][C:8]3[C:16]([CH3:17])=[C:15]([O:18][CH3:19])[CH:14]=[CH:13][C:9]=3[C:10](=[O:12])[CH2:11][C:4]=2[CH:3]=1.C(O)(=[O:24])C.[Se](=O)=O, predict the reaction product. The product is: [Br:1][C:2]1[CH:21]=[CH:20][C:5]2[CH2:6][CH2:7][C:8]3[C:16]([CH3:17])=[C:15]([O:18][CH3:19])[CH:14]=[CH:13][C:9]=3[C:10](=[O:12])[C:11](=[O:24])[C:4]=2[CH:3]=1. (4) Given the reactants Cl[C:2]1[N:3]=[C:4]([N:13]2[CH2:18][CH2:17][N:16]([C:19](=[O:27])[CH2:20][C:21]3[CH:26]=[CH:25][CH:24]=[CH:23][CH:22]=3)[CH2:15][CH2:14]2)[C:5]2[CH:10]=[C:9]([CH2:11][CH3:12])[S:8][C:6]=2[N:7]=1.C(O)CCC.[CH2:33]([NH2:40])[C:34]1[CH:39]=[CH:38][CH:37]=[CH:36][CH:35]=1.[N-]=C=O, predict the reaction product. The product is: [CH2:33]([NH:40][C:2]1[N:3]=[C:4]([N:13]2[CH2:14][CH2:15][N:16]([C:19](=[O:27])[CH2:20][C:21]3[CH:22]=[CH:23][CH:24]=[CH:25][CH:26]=3)[CH2:17][CH2:18]2)[C:5]2[CH:10]=[C:9]([CH2:11][CH3:12])[S:8][C:6]=2[N:7]=1)[C:34]1[CH:39]=[CH:38][CH:37]=[CH:36][CH:35]=1.